This data is from Full USPTO retrosynthesis dataset with 1.9M reactions from patents (1976-2016). The task is: Predict the reactants needed to synthesize the given product. (1) Given the product [CH3:25][C:14]1[NH:15][C:16]2[C:21]([C:13]=1[C:11]([C:1]1[C:10]3[C:5](=[CH:6][CH:7]=[CH:8][CH:9]=3)[CH:4]=[CH:3][CH:2]=1)=[O:12])=[CH:20][CH:19]=[CH:18][CH:17]=2, predict the reactants needed to synthesize it. The reactants are: [C:1]1([C:11]([C:13]2[C:21]3[C:16](=[CH:17][CH:18]=[CH:19][CH:20]=3)[NH:15][CH:14]=2)=[O:12])[C:10]2[C:5](=[CH:6][CH:7]=[CH:8][CH:9]=2)[CH:4]=[CH:3][CH:2]=1.C[Mg+].[Br-].[C:25]1(C(O)=O)C2C(=CC=CC=2)C=CC=1. (2) Given the product [C:1]([O:5][C:6]([NH:8][CH2:9][C@H:10]1[CH2:15][CH2:14][C@H:13]([C:16]([NH:18][C@H:19]([C:39](=[O:52])[NH:40][C:41]2[CH:42]=[CH:43][C:44]([C:47]3[N:48]=[N:49][NH:50][N:51]=3)=[CH:45][CH:46]=2)[CH2:20][C:21]2[CH:22]=[CH:23][C:24]([C:27]3[CH:32]=[CH:31][C:30]([C:33]([NH:53][CH:54]4[CH2:55][CH2:56][N:57]([C:60]([O:62][C:63]([CH3:66])([CH3:65])[CH3:64])=[O:61])[CH2:58][CH2:59]4)=[O:34])=[C:29]([F:36])[C:28]=3[O:37][CH3:38])=[CH:25][CH:26]=2)=[O:17])[CH2:12][CH2:11]1)=[O:7])([CH3:4])([CH3:2])[CH3:3], predict the reactants needed to synthesize it. The reactants are: [C:1]([O:5][C:6]([NH:8][CH2:9][C@H:10]1[CH2:15][CH2:14][C@H:13]([C:16]([NH:18][C@H:19]([C:39](=[O:52])[NH:40][C:41]2[CH:46]=[CH:45][C:44]([C:47]3[N:48]=[N:49][NH:50][N:51]=3)=[CH:43][CH:42]=2)[CH2:20][C:21]2[CH:26]=[CH:25][C:24]([C:27]3[CH:32]=[CH:31][C:30]([C:33](O)=[O:34])=[C:29]([F:36])[C:28]=3[O:37][CH3:38])=[CH:23][CH:22]=2)=[O:17])[CH2:12][CH2:11]1)=[O:7])([CH3:4])([CH3:3])[CH3:2].[NH2:53][CH:54]1[CH2:59][CH2:58][N:57]([C:60]([O:62][C:63]([CH3:66])([CH3:65])[CH3:64])=[O:61])[CH2:56][CH2:55]1.C(N(CC)C(C)C)(C)C.F[P-](F)(F)(F)(F)F.CN(C(N(C)C)=[N+]1C2C(=NC=CC=2)[N+]([O-])=N1)C. (3) Given the product [CH2:1]([O:8][C:10]1[CH:15]=[CH:14][CH:13]=[CH:12][N:11]=1)[C:2]1[CH:7]=[CH:6][CH:5]=[CH:4][CH:3]=1, predict the reactants needed to synthesize it. The reactants are: [CH2:1]([OH:8])[C:2]1[CH:7]=[CH:6][CH:5]=[CH:4][CH:3]=1.Cl[C:10]1[CH:15]=[CH:14][CH:13]=[CH:12][N:11]=1. (4) Given the product [CH3:16][O:17][C:18]1[C:23]2[O:24][C@@H:25]([CH2:28][N:14]3[CH:12]4[CH2:11][CH2:10][CH:9]3[CH2:8][C:7]([C:2]3[CH:3]=[CH:4][CH:5]=[CH:6][N:1]=3)([OH:15])[CH2:13]4)[CH2:26][O:27][C:22]=2[CH:21]=[CH:20][CH:19]=1, predict the reactants needed to synthesize it. The reactants are: [N:1]1[CH:6]=[CH:5][CH:4]=[CH:3][C:2]=1[C:7]1([OH:15])[CH2:13][CH:12]2[NH:14][CH:9]([CH2:10][CH2:11]2)[CH2:8]1.[CH3:16][O:17][C:18]1[C:23]2[O:24][C@H:25]([CH2:28]OS(C3C=CC(C)=CC=3)(=O)=O)[CH2:26][O:27][C:22]=2[CH:21]=[CH:20][CH:19]=1. (5) Given the product [N:1]12[CH2:8][CH2:7][CH:4]([CH2:5][CH2:6]1)[CH:3]([O:9][C:10](=[O:23])[NH:11][C:12]([C:15]1[CH:20]=[C:19]([C:24]3[CH:29]=[CH:28][CH:27]=[CH:26][CH:25]=3)[CH:18]=[CH:17][C:16]=1[F:22])([CH3:14])[CH3:13])[CH2:2]2, predict the reactants needed to synthesize it. The reactants are: [N:1]12[CH2:8][CH2:7][CH:4]([CH2:5][CH2:6]1)[CH:3]([O:9][C:10](=[O:23])[NH:11][C:12]([C:15]1[CH:20]=[C:19](Br)[CH:18]=[CH:17][C:16]=1[F:22])([CH3:14])[CH3:13])[CH2:2]2.[C:24]1(B(O)O)[CH:29]=[CH:28][CH:27]=[CH:26][CH:25]=1.